Dataset: Reaction yield outcomes from USPTO patents with 853,638 reactions. Task: Predict the reaction yield, written as a fraction of the theoretical maximum amount of product (1.0 means a 100% yield; for example, 0.34 means a 34% yield). The reactants are C1(P(C2C=CC=CC=2)C2C=CC=CC=2)C=CC=CC=1.CCOC(/N=N/C(OCC)=O)=O.C1C=CC(P([N:46]=[N+:47]=[N-:48])(C2C=CC=CC=2)=O)=CC=1.[CH3:49][C:50]1[N:51]([C:56]2[N:61]=[C:60]([CH2:62][CH:63]([C:65]3[CH:70]=[CH:69][CH:68]=[C:67]([CH2:71][CH2:72][C:73]4[CH:78]=[C:77]([CH3:79])[CH:76]=[C:75]([N:80]5[C:84]([CH3:85])=[CH:83][CH:82]=[C:81]5[CH3:86])[N:74]=4)[CH:66]=3)O)[CH:59]=[C:58]([CH3:87])[CH:57]=2)[C:52]([CH3:55])=[CH:53][CH:54]=1. The catalyst is C1COCC1. The product is [N:46]([CH:63]([C:65]1[CH:70]=[CH:69][CH:68]=[C:67]([CH2:71][CH2:72][C:73]2[CH:78]=[C:77]([CH3:79])[CH:76]=[C:75]([N:80]3[C:84]([CH3:85])=[CH:83][CH:82]=[C:81]3[CH3:86])[N:74]=2)[CH:66]=1)[CH2:62][C:60]1[CH:59]=[C:58]([CH3:87])[CH:57]=[C:56]([N:51]2[C:50]([CH3:49])=[CH:54][CH:53]=[C:52]2[CH3:55])[N:61]=1)=[N+:47]=[N-:48]. The yield is 0.960.